Dataset: Forward reaction prediction with 1.9M reactions from USPTO patents (1976-2016). Task: Predict the product of the given reaction. (1) The product is: [O:5]=[C:4]([C:6]1[CH:7]=[C:8]2[CH:14]=[CH:13][O:12][C:9]2=[CH:10][N:11]=1)[CH2:20][C:19]([O:22][CH2:23][CH3:24])=[O:21]. Given the reactants C(O[C:4]([C:6]1[CH:7]=[C:8]2[CH:14]=[CH:13][O:12][C:9]2=[CH:10][N:11]=1)=[O:5])C.[O-]CC.[Na+].[C:19]([O:22][CH2:23][CH3:24])(=[O:21])[CH3:20].C(O)(=O)C, predict the reaction product. (2) Given the reactants [CH3:1][N:2]([C@H:22]1[C:31]2[C:26](=[CH:27][CH:28]=[CH:29][CH:30]=2)[CH2:25][CH2:24][CH2:23]1)[C:3]([C@@H:5]1[CH2:14][C:13]2[C:8](=[CH:9][CH:10]=[CH:11][CH:12]=2)[CH2:7][N:6]1C(OC(C)(C)C)=O)=[O:4].Cl.O1CCOCC1, predict the reaction product. The product is: [CH3:1][N:2]([C@H:22]1[C:31]2[C:26](=[CH:27][CH:28]=[CH:29][CH:30]=2)[CH2:25][CH2:24][CH2:23]1)[C:3]([C@@H:5]1[CH2:14][C:13]2[C:8](=[CH:9][CH:10]=[CH:11][CH:12]=2)[CH2:7][NH:6]1)=[O:4]. (3) Given the reactants [F:1][C:2]1[CH:7]=[CH:6][C:5]([O:8][CH3:9])=[CH:4][C:3]=1[C:10]1[C:11]([O:18][CH2:19][CH:20]([CH3:22])[CH3:21])=[CH:12][C:13]([CH2:16][OH:17])=[N:14][CH:15]=1.[CH:23]1([CH:26]([C:33]2[CH:38]=[C:37](O)[N:36]=[CH:35][N:34]=2)[CH2:27][C:28]([O:30][CH2:31][CH3:32])=[O:29])[CH2:25][CH2:24]1.N(C(N1CCCCC1)=O)=NC(N1CCCCC1)=O.C(P(CCCC)CCCC)CCC, predict the reaction product. The product is: [CH:23]1([CH:26]([C:33]2[CH:38]=[C:37]([O:17][CH2:16][C:13]3[CH:12]=[C:11]([O:18][CH2:19][CH:20]([CH3:22])[CH3:21])[C:10]([C:3]4[CH:4]=[C:5]([O:8][CH3:9])[CH:6]=[CH:7][C:2]=4[F:1])=[CH:15][N:14]=3)[N:36]=[CH:35][N:34]=2)[CH2:27][C:28]([O:30][CH2:31][CH3:32])=[O:29])[CH2:25][CH2:24]1.